This data is from Full USPTO retrosynthesis dataset with 1.9M reactions from patents (1976-2016). The task is: Predict the reactants needed to synthesize the given product. (1) The reactants are: [F:1][C:2]([F:35])([F:34])[C:3]1[CH:4]=[C:5]([C@H:13]([O:15][C@H:16]2[O:24][CH2:23][C@@H:19]3[CH2:20][NH:21][CH2:22][C@H:18]3[C@@H:17]2[C:25]2[CH:30]=[C:29]([I:31])[C:28]([F:32])=[CH:27][C:26]=2[CH3:33])[CH3:14])[CH:6]=[C:7]([C:9]([F:12])([F:11])[F:10])[CH:8]=1.[C:36](OC(=O)C)(=[O:38])[CH3:37]. Given the product [C:36]([N:21]1[CH2:22][C@H:18]2[C@H:17]([C:25]3[CH:30]=[C:29]([I:31])[C:28]([F:32])=[CH:27][C:26]=3[CH3:33])[C@@H:16]([O:15][C@@H:13]([C:5]3[CH:6]=[C:7]([C:9]([F:10])([F:11])[F:12])[CH:8]=[C:3]([C:2]([F:1])([F:34])[F:35])[CH:4]=3)[CH3:14])[O:24][CH2:23][C@@H:19]2[CH2:20]1)(=[O:38])[CH3:37], predict the reactants needed to synthesize it. (2) Given the product [OH:2][CH2:1][C:3]1[CH:4]=[C:5]2[C:10](=[CH:11][CH:12]=1)[CH:9]([C:13]([O:15][CH2:16][CH3:17])=[O:14])[N:8]([C:18]([O:20][C:21]([CH3:22])([CH3:24])[CH3:23])=[O:19])[CH2:7][CH2:6]2, predict the reactants needed to synthesize it. The reactants are: [CH:1]([C:3]1[CH:4]=[C:5]2[C:10](=[CH:11][CH:12]=1)[CH:9]([C:13]([O:15][CH2:16][CH3:17])=[O:14])[N:8]([C:18]([O:20][C:21]([CH3:24])([CH3:23])[CH3:22])=[O:19])[CH2:7][CH2:6]2)=[O:2].[BH4-].[Na+].[Cl-].[NH4+]. (3) The reactants are: CC(OC([NH:8][CH:9]([CH3:36])[C:10]([NH:12][C:13]1[N:18]=[C:17]([C:19]#[C:20][C:21]2[CH:26]=[CH:25][CH:24]=[CH:23][CH:22]=2)[C:16]([C:27]2[CH:28]=[C:29]([CH:33]=[CH:34][CH:35]=2)[C:30]([OH:32])=[O:31])=[CH:15][CH:14]=1)=[O:11])=O)(C)C.C(Cl)Cl.C(O)(C(F)(F)F)=O. Given the product [NH2:8][CH:9]([CH3:36])[C:10]([NH:12][C:13]1[N:18]=[C:17]([C:19]#[C:20][C:21]2[CH:26]=[CH:25][CH:24]=[CH:23][CH:22]=2)[C:16]([C:27]2[CH:28]=[C:29]([CH:33]=[CH:34][CH:35]=2)[C:30]([OH:32])=[O:31])=[CH:15][CH:14]=1)=[O:11], predict the reactants needed to synthesize it. (4) Given the product [NH2:23][C:11]1[C:12]([O:16][C:17]2[CH:18]=[CH:19][CH:20]=[CH:21][CH:22]=2)=[CH:13][CH:14]=[CH:15][C:10]=1[S:9][CH2:8][C@@H:7]([C:26]([OH:28])=[O:27])[NH:6][O:5][C:3](=[O:4])[C:2]([CH3:29])([CH3:30])[CH3:1], predict the reactants needed to synthesize it. The reactants are: [CH3:1][C:2]([CH3:30])([CH3:29])[C:3]([O:5][NH:6][C@H:7]([C:26]([OH:28])=[O:27])[CH2:8][S:9][C:10]1[CH:15]=[CH:14][CH:13]=[C:12]([O:16][C:17]2[CH:22]=[CH:21][CH:20]=[CH:19][CH:18]=2)[C:11]=1[N+:23]([O-])=O)=[O:4]. (5) The reactants are: [NH:1]1[CH:5]=[CH:4][C:3]([C:6]2[CH:7]=[N:8][CH:9]=[CH:10][CH:11]=2)=[N:2]1.N1C=CC=CC=1.[N:18]1([C:24](Cl)=[O:25])[CH2:23][CH2:22][O:21][CH2:20][CH2:19]1. Given the product [O:21]1[CH2:22][CH2:23][N:18]([C:24]([N:1]2[CH:5]=[CH:4][C:3]([C:6]3[CH:7]=[N:8][CH:9]=[CH:10][CH:11]=3)=[N:2]2)=[O:25])[CH2:19][CH2:20]1, predict the reactants needed to synthesize it.